Task: Predict the reactants needed to synthesize the given product.. Dataset: Full USPTO retrosynthesis dataset with 1.9M reactions from patents (1976-2016) (1) The reactants are: [CH3:1][O:2][C:3](=[O:19])[C@@:4]([CH3:18])([N:13]1[CH:17]=[CH:16][CH:15]=[CH:14]1)[CH2:5][C:6]1[CH:11]=[CH:10][C:9]([OH:12])=[CH:8][CH:7]=1.[Br:20]N1C(=O)CCC1=O. Given the product [CH3:1][O:2][C:3](=[O:19])[C@:4]([N:13]1[CH:17]=[CH:16][C:15]([Br:20])=[CH:14]1)([CH3:18])[CH2:5][C:6]1[CH:11]=[CH:10][C:9]([OH:12])=[CH:8][CH:7]=1, predict the reactants needed to synthesize it. (2) Given the product [CH3:18][O:17][C:12]1[CH:11]=[C:10]2[C:15]([CH2:16][CH:7]([C:5]([OH:6])=[O:4])[S:8][CH2:9]2)=[CH:14][CH:13]=1, predict the reactants needed to synthesize it. The reactants are: [OH-].[K+].C[O:4][C:5]([CH:7]1[CH2:16][C:15]2[C:10](=[CH:11][C:12]([O:17][CH3:18])=[CH:13][CH:14]=2)[CH2:9][S:8]1)=[O:6].Cl.